This data is from Catalyst prediction with 721,799 reactions and 888 catalyst types from USPTO. The task is: Predict which catalyst facilitates the given reaction. (1) Reactant: Cl[C:2]1[CH:3]=[CH:4][C:5]([O:23][CH3:24])=[C:6]2[C:14]=1[N:13]([CH2:15][CH2:16][F:17])[C:12]1[CH2:11][CH2:10][CH2:9][CH:8]([C:18]([O:20][CH2:21][CH3:22])=[O:19])[C:7]2=1.C(N(CC)CC)C. Product: [F:17][CH2:16][CH2:15][N:13]1[C:12]2[CH2:11][CH2:10][CH2:9][CH:8]([C:18]([O:20][CH2:21][CH3:22])=[O:19])[C:7]=2[C:6]2[C:14]1=[CH:2][CH:3]=[CH:4][C:5]=2[O:23][CH3:24]. The catalyst class is: 19. (2) Product: [CH3:14][NH:15][CH:10]1[CH2:11][N:8]([C:1]([O:3][C:4]([CH3:7])([CH3:6])[CH3:5])=[O:2])[CH2:9]1. The catalyst class is: 129. Reactant: [C:1]([N:8]1[CH2:11][C:10](=O)[CH2:9]1)([O:3][C:4]([CH3:7])([CH3:6])[CH3:5])=[O:2].Cl.[CH3:14][NH2:15].